This data is from Forward reaction prediction with 1.9M reactions from USPTO patents (1976-2016). The task is: Predict the product of the given reaction. (1) Given the reactants [CH3:1][NH:2][CH2:3][CH2:4][C@@H:5]([C:7]1[S:8][CH:9]=[CH:10][CH:11]=1)[OH:6].F[C:13]1[C:22]2[C:17](=[CH:18][CH:19]=[CH:20][CH:21]=2)[CH:16]=[CH:15][CH:14]=1.CC(C)([O-])C.[K+], predict the reaction product. The product is: [CH3:1][NH:2][CH2:3][CH2:4][C@H:5]([O:6][C:21]1[CH:20]=[CH:19][CH:18]=[C:17]2[CH:16]=[CH:15][CH:14]=[CH:13][C:22]=12)[C:7]1[S:8][CH:9]=[CH:10][CH:11]=1. (2) Given the reactants COC(C1CC(=O)[N:7](C2C=CC(O)=CC=2)[CH2:6]1)=O.FC1C=C(F)C=C(F)C=1CBr.C[O:30][C:31]([CH:33]1[CH2:37][C:36](=[O:38])[N:35]([C:39]2[CH:44]=[CH:43][C:42]([O:45][CH2:46][C:47]3[CH:52]=[C:51]([F:53])[C:50]([F:54])=[C:49]([F:55])[CH:48]=3)=[CH:41][CH:40]=2)[CH2:34]1)=O, predict the reaction product. The product is: [CH3:6][NH2:7].[CH3:6][NH:7][C:31]([CH:33]1[CH2:37][C:36](=[O:38])[N:35]([C:39]2[CH:44]=[CH:43][C:42]([O:45][CH2:46][C:47]3[CH:52]=[C:51]([F:53])[C:50]([F:54])=[C:49]([F:55])[CH:48]=3)=[CH:41][CH:40]=2)[CH2:34]1)=[O:30]. (3) Given the reactants O.[OH-].[Li+].[CH3:4][C:5]1[CH:10]=[C:9]([CH3:11])[CH:8]=[C:7]([CH3:12])[C:6]=1[NH:13][C:14]([NH:16][C:17]1[C:18]([C:27]([NH:29][C@H:30]([C:35]([O:37]C)=[O:36])[CH2:31][CH2:32][CH2:33][CH3:34])=[O:28])=[CH:19][C:20]2[C:25]([CH:26]=1)=[CH:24][CH:23]=[CH:22][CH:21]=2)=[O:15].O.Cl, predict the reaction product. The product is: [CH3:12][C:7]1[CH:8]=[C:9]([CH3:11])[CH:10]=[C:5]([CH3:4])[C:6]=1[NH:13][C:14]([NH:16][C:17]1[C:18]([C:27]([NH:29][C@H:30]([C:35]([OH:37])=[O:36])[CH2:31][CH2:32][CH2:33][CH3:34])=[O:28])=[CH:19][C:20]2[C:25]([CH:26]=1)=[CH:24][CH:23]=[CH:22][CH:21]=2)=[O:15]. (4) Given the reactants [F:1][C:2]([F:42])([F:41])[C:3]1[CH:4]=[C:5]([CH:34]=[C:35]([C:37]([F:40])([F:39])[F:38])[CH:36]=1)[CH2:6][NH:7][C:8]([C:10]1([CH2:30][CH:31]2[CH2:33][CH2:32]2)[CH2:15][CH2:14][N:13]([CH2:16][CH:17](O)[C:18]2[CH:28]=[CH:27][C:21]3[O:22][CH2:23][C:24](=[O:26])[NH:25][C:20]=3[CH:19]=2)[CH2:12][CH2:11]1)=[O:9].Cl.OCC1(OC[C@@H](O)[C@@H](O)[C@H]1O)O, predict the reaction product. The product is: [F:41][C:2]([F:1])([F:42])[C:3]1[CH:4]=[C:5]([CH:34]=[C:35]([C:37]([F:39])([F:38])[F:40])[CH:36]=1)[CH2:6][NH:7][C:8]([C:10]1([CH2:30][CH:31]2[CH2:32][CH2:33]2)[CH2:11][CH2:12][N:13]([CH2:16][CH2:17][C:18]2[CH:28]=[CH:27][C:21]3[O:22][CH2:23][C:24](=[O:26])[NH:25][C:20]=3[CH:19]=2)[CH2:14][CH2:15]1)=[O:9]. (5) Given the reactants [CH3:1][O:2][C:3]1[CH:8]=[C:7]([CH3:9])[CH:6]=[CH:5][C:4]=1[C:10]1([CH3:26])[NH:14][C:13](=[O:15])[N:12]([CH2:16][C:17](=[O:24])[C:18]2[CH:23]=[CH:22][CH:21]=[CH:20][CH:19]=2)[C:11]1=[O:25].[CH3:27]I, predict the reaction product. The product is: [CH3:1][O:2][C:3]1[CH:8]=[C:7]([CH3:9])[CH:6]=[CH:5][C:4]=1[C:10]1([CH3:26])[N:14]([CH3:27])[C:13](=[O:15])[N:12]([CH2:16][C:17](=[O:24])[C:18]2[CH:19]=[CH:20][CH:21]=[CH:22][CH:23]=2)[C:11]1=[O:25]. (6) Given the reactants C(N(CC)CC)C.[Cl:8][C:9]1[C:10]([N:15]2[CH2:20][CH2:19][N:18]([CH2:21][CH2:22][NH:23][CH3:24])[CH2:17][CH2:16]2)=[N:11][CH:12]=[CH:13][N:14]=1.[CH3:25][N:26]1[CH:30]=[C:29]([S:31](Cl)(=[O:33])=[O:32])[CH:28]=[N:27]1, predict the reaction product. The product is: [Cl:8][C:9]1[C:10]([N:15]2[CH2:16][CH2:17][N:18]([CH2:21][CH2:22][N:23]([CH3:24])[S:31]([C:29]3[CH:28]=[N:27][N:26]([CH3:25])[CH:30]=3)(=[O:33])=[O:32])[CH2:19][CH2:20]2)=[N:11][CH:12]=[CH:13][N:14]=1. (7) Given the reactants [C:1]([O:5][CH3:6])(=[O:4])[C:2]#[CH:3].C(N([Sn:14]([CH2:23][CH2:24][CH2:25][CH3:26])([CH2:19][CH2:20][CH2:21][CH3:22])[CH2:15][CH2:16][CH2:17][CH3:18])C(=O)OC)C.[CH2:27]([N:34]=[N+:35]=[N-:36])[C:28]1[CH:33]=[CH:32][CH:31]=[CH:30][CH:29]=1, predict the reaction product. The product is: [CH2:27]([N:34]1[C:2]([C:1]([O:5][CH3:6])=[O:4])=[C:3]([Sn:14]([CH2:15][CH2:16][CH2:17][CH3:18])([CH2:19][CH2:20][CH2:21][CH3:22])[CH2:23][CH2:24][CH2:25][CH3:26])[N:36]=[N:35]1)[C:28]1[CH:33]=[CH:32][CH:31]=[CH:30][CH:29]=1.